This data is from Forward reaction prediction with 1.9M reactions from USPTO patents (1976-2016). The task is: Predict the product of the given reaction. (1) Given the reactants [Cl:1][C:2]1[CH:10]=[C:9]2[C:5]([C:6]([C:11]([N:13]3[CH2:18][CH2:17][CH:16]([C:19]4[C:27]5[O:26][CH2:25][CH2:24][C:23]=5[CH:22]=[CH:21][CH:20]=4)[CH2:15][CH2:14]3)=[O:12])=[CH:7][NH:8]2)=[CH:4][CH:3]=1.Cl[CH2:29][CH2:30][N:31]([CH3:33])[CH3:32], predict the reaction product. The product is: [Cl:1][C:2]1[CH:10]=[C:9]2[C:5]([C:6]([C:11]([N:13]3[CH2:14][CH2:15][CH:16]([C:19]4[C:27]5[O:26][CH2:25][CH2:24][C:23]=5[CH:22]=[CH:21][CH:20]=4)[CH2:17][CH2:18]3)=[O:12])=[CH:7][N:8]2[CH2:29][CH2:30][N:31]([CH3:33])[CH3:32])=[CH:4][CH:3]=1. (2) The product is: [C:1]([N:4]1[C:13]2[C:8](=[CH:9][C:10]([NH:14][C:30](=[O:31])[C:29]3[CH:33]=[CH:34][C:26]([C:25]([F:24])([F:35])[F:36])=[CH:27][CH:28]=3)=[CH:11][CH:12]=2)[C:7]([C:16]2[CH:21]=[CH:20][CH:19]=[CH:18][CH:17]=2)([CH3:15])[CH2:6][C:5]1([CH3:23])[CH3:22])(=[O:3])[CH3:2]. Given the reactants [C:1]([N:4]1[C:13]2[C:8](=[CH:9][C:10]([NH2:14])=[CH:11][CH:12]=2)[C:7]([C:16]2[CH:21]=[CH:20][CH:19]=[CH:18][CH:17]=2)([CH3:15])[CH2:6][C:5]1([CH3:23])[CH3:22])(=[O:3])[CH3:2].[F:24][C:25]([F:36])([F:35])[C:26]1[CH:34]=[CH:33][C:29]([C:30](Cl)=[O:31])=[CH:28][CH:27]=1.C(N(CC)C(C)C)(C)C, predict the reaction product.